This data is from Peptide-MHC class I binding affinity with 185,985 pairs from IEDB/IMGT. The task is: Regression. Given a peptide amino acid sequence and an MHC pseudo amino acid sequence, predict their binding affinity value. This is MHC class I binding data. (1) The peptide sequence is VIYRGTTFA. The MHC is HLA-A11:01 with pseudo-sequence HLA-A11:01. The binding affinity (normalized) is 0.0253. (2) The peptide sequence is ATGFGTNET. The MHC is HLA-A02:01 with pseudo-sequence HLA-A02:01. The binding affinity (normalized) is 0.